Task: Predict the reactants needed to synthesize the given product.. Dataset: Full USPTO retrosynthesis dataset with 1.9M reactions from patents (1976-2016) Given the product [CH3:18][O:19][C:8](=[O:9])[C:3]1[C:4](=[CH:10][CH:11]=[C:12]([F:13])[C:2]=1[F:1])[C:5]([OH:7])=[O:6], predict the reactants needed to synthesize it. The reactants are: [F:1][C:2]1[C:12]([F:13])=[CH:11][CH:10]=[C:4]2[C:5]([O:7][C:8](=[O:9])[C:3]=12)=[O:6].CO[Na].Cl.[CH3:18][OH:19].